This data is from Full USPTO retrosynthesis dataset with 1.9M reactions from patents (1976-2016). The task is: Predict the reactants needed to synthesize the given product. (1) Given the product [CH3:33][C:32]1[N:31]=[C:30]2[NH:34][C:35]([C:37](=[O:38])[NH:4][CH:3]([C:5]3[CH:10]=[CH:9][CH:8]=[C:7]([C:11]([F:14])([F:13])[F:12])[CH:6]=3)[C:2]([F:17])([F:16])[F:1])=[CH:36][C:29]2=[CH:28][C:27]=1[CH2:26][NH:25][C:23](=[O:24])[O:22][C:18]([CH3:20])([CH3:19])[CH3:21], predict the reactants needed to synthesize it. The reactants are: [F:1][C:2]([F:17])([F:16])[CH:3]([C:5]1[CH2:6][C:7](F)([C:11]([F:14])([F:13])[F:12])[CH:8]=[CH:9][CH:10]=1)[NH2:4].[C:18]([O:22][C:23]([NH:25][CH2:26][C:27]1[CH:28]=[C:29]2[CH:36]=[C:35]([C:37](O)=[O:38])[NH:34][C:30]2=[N:31][C:32]=1[CH3:33])=[O:24])([CH3:21])([CH3:20])[CH3:19].F[P-](F)(F)(F)(F)F.N1(OC(N(C)C)=[N+](C)C)C2C=CC=CC=2N=N1.CN1CCOCC1. (2) Given the product [CH:6]1([C:9]2[N:14]=[C:13]([C:15]3[NH:24][O:45][C:5](=[O:1])[N:17]=3)[CH:12]=[C:11]([C:18]([F:21])([F:20])[F:19])[CH:10]=2)[CH2:8][CH2:7]1, predict the reactants needed to synthesize it. The reactants are: [O:1]1[CH2:5]CCC1.[CH:6]1([C:9]2[N:14]=[C:13]([C:15]([NH2:17])=O)[CH:12]=[C:11]([C:18]([F:21])([F:20])[F:19])[CH:10]=2)[CH2:8][CH2:7]1.C(N1C=CN=C1)([N:24]1C=CN=C1)=O.N12CCCN=C1CCCCC2.[OH2:45]. (3) Given the product [Cl:1][CH2:2][CH2:3][CH2:4][NH:5][CH2:6][C:7]([F:10])([F:9])[F:8], predict the reactants needed to synthesize it. The reactants are: [Cl:1][CH2:2][CH2:3][CH2:4][NH:5][C:6](=O)[C:7]([F:10])([F:9])[F:8].B.C1COCC1. (4) Given the product [F:16][CH:2]([F:1])[C:3]1[CH:15]=[C:6]2[C:7]([CH:13]=[O:14])=[CH:8][CH:9]=[C:10]([O:11][CH3:12])[N:5]2[N:4]=1, predict the reactants needed to synthesize it. The reactants are: [F:1][CH:2]([F:16])[C:3]1[CH:15]=[C:6]2[C:7]([CH2:13][OH:14])=[CH:8][CH:9]=[C:10]([O:11][CH3:12])[N:5]2[N:4]=1. (5) The reactants are: [CH3:1][C:2]1[N:6]=[C:5]([CH3:7])[S:4][C:3]=1/[CH:8]=[CH:9]/[C:10](N(C)C)=O.[CH3:15][O:16][C:17]1[CH:18]=[C:19]([NH:25][C:26]([NH2:28])=[NH:27])[CH:20]=[C:21]([O:23][CH3:24])[CH:22]=1. Given the product [CH3:15][O:16][C:17]1[CH:18]=[C:19]([NH:25][C:26]2[N:28]=[C:8]([C:3]3[S:4][C:5]([CH3:7])=[N:6][C:2]=3[CH3:1])[CH:9]=[CH:10][N:27]=2)[CH:20]=[C:21]([O:23][CH3:24])[CH:22]=1, predict the reactants needed to synthesize it. (6) Given the product [I:1][C:2]1[C:3]([CH:16]([OH:17])[CH:18]=[CH2:19])=[N:4][N:5]([CH2:7][C:8]2[CH:9]=[CH:10][C:11]([O:14][CH3:15])=[CH:12][CH:13]=2)[CH:6]=1, predict the reactants needed to synthesize it. The reactants are: [I:1][C:2]1[C:3]([CH:16]=[O:17])=[N:4][N:5]([CH2:7][C:8]2[CH:13]=[CH:12][C:11]([O:14][CH3:15])=[CH:10][CH:9]=2)[CH:6]=1.[CH:18]([Mg]Br)=[CH2:19].[NH4+].[Cl-]. (7) Given the product [NH2:17][CH2:16][CH2:15][C:13]1[O:12][N:11]=[C:10]([C:4]2[CH:5]=[CH:6][C:7]([C:8]#[N:9])=[C:2]([Cl:1])[C:3]=2[CH3:25])[CH:14]=1, predict the reactants needed to synthesize it. The reactants are: [Cl:1][C:2]1[C:3]([CH3:25])=[C:4]([C:10]2[CH:14]=[C:13]([CH2:15][CH2:16][NH:17]C(=O)OC(C)(C)C)[O:12][N:11]=2)[CH:5]=[CH:6][C:7]=1[C:8]#[N:9].C(O)(C(F)(F)F)=O.